Task: Predict the reaction yield, written as a fraction of the theoretical maximum amount of product (1.0 means a 100% yield; for example, 0.34 means a 34% yield).. Dataset: Reaction yield outcomes from USPTO patents with 853,638 reactions (1) The reactants are [NH2:1][C:2]1[S:3][CH:4]=[C:5]2[C:10]=1[C:9](=[O:11])[N:8]([C:12]1[CH:17]=[CH:16][C:15]([O:18][CH3:19])=[CH:14][CH:13]=1)[N:7]=[C:6]2[C:20]([OH:22])=O.F[P-](F)(F)(F)(F)F.N1(O[P+](N(C)C)(N(C)C)N(C)C)C2C=CC=CC=2N=N1.[Cl-].[F:51][C@@H:52]1[CH2:56][CH2:55][NH2+:54][CH2:53]1.CCN(C(C)C)C(C)C. The catalyst is CS(C)=O. The product is [NH2:1][C:2]1[S:3][CH:4]=[C:5]2[C:6]([C:20]([N:54]3[CH2:55][CH2:56][C@@H:52]([F:51])[CH2:53]3)=[O:22])=[N:7][N:8]([C:12]3[CH:13]=[CH:14][C:15]([O:18][CH3:19])=[CH:16][CH:17]=3)[C:9](=[O:11])[C:10]=12. The yield is 0.650. (2) The reactants are C([Si](C)(C)[O:6][C:7]1[CH:42]=[CH:41][C:10]2[N:11]([CH2:30][C:31]3[CH:36]=[CH:35][C:34]([O:37][CH2:38][CH2:39][Cl:40])=[CH:33][CH:32]=3)[CH2:12][CH:13]([C:16]3[CH:21]=[CH:20][C:19]([O:22][Si](C(C)(C)C)(C)C)=[CH:18][CH:17]=3)[CH2:14][O:15][C:9]=2[CH:8]=1)(C)(C)C.Cl. The catalyst is CO.C1COCC1. The product is [Cl:40][CH2:39][CH2:38][O:37][C:34]1[CH:33]=[CH:32][C:31]([CH2:30][N:11]2[C:10]3[CH:41]=[CH:42][C:7]([OH:6])=[CH:8][C:9]=3[O:15][CH2:14][CH:13]([C:16]3[CH:17]=[CH:18][C:19]([OH:22])=[CH:20][CH:21]=3)[CH2:12]2)=[CH:36][CH:35]=1. The yield is 0.780. (3) The reactants are [C:1]([C:5]1[C:6]([O:35][CH3:36])=[C:7]([CH:24]=[C:25]([N:27]2[CH:32]=[CH:31][C:30](=[O:33])[NH:29][C:28]2=[O:34])[CH:26]=1)/[CH:8]=[CH:9]/[C:10]1[CH:18]=[CH:17][C:16]([NH:19][S:20]([CH3:23])(=[O:22])=[O:21])=[CH:15][C:11]=1C(O)=O)([CH3:4])([CH3:3])[CH3:2].C1(P(N=[N+]=[N-])(C2C=CC=CC=2)=[O:44])C=CC=CC=1.C([N:56]([CH2:59]C)CC)C.[C:61]([OH:65])([CH3:64])([CH3:63])[CH3:62]. No catalyst specified. The product is [C:1]([C:5]1[C:6]([O:35][CH3:36])=[C:7]([CH:24]=[C:25]([N:27]2[CH:32]=[CH:31][C:30](=[O:33])[NH:29][C:28]2=[O:34])[CH:26]=1)/[CH:8]=[CH:9]/[C:10]1[CH:18]=[CH:17][C:16]([NH:19][S:20]([CH3:23])(=[O:22])=[O:21])=[CH:15][C:11]=1[NH:56][C:59](=[O:44])[O:65][C:61]([CH3:64])([CH3:63])[CH3:62])([CH3:3])([CH3:4])[CH3:2]. The yield is 0.190. (4) The reactants are C(N(C(C)C)C(C)C)C.I.[F:11][C:12]1[CH:13]=[C:14]([NH:24][C:25](SC)=[NH:26])[CH:15]=[CH:16][C:17]=1[N:18]1[C:22]([CH3:23])=[N:21][CH:20]=[N:19]1.[F:29][C:30]1[CH:35]=[CH:34][C:33]([CH:36]([CH2:40][CH:41]=[CH2:42])[C:37](O)=O)=[CH:32][CH:31]=1.O.ON1C2C=CC=CC=2N=N1.[ClH:54].C(N=C=NCCCN(C)C)C.[NH2:66][NH2:67]. The catalyst is CN(C=O)C.O. The product is [Cl:54][CH2:42][CH2:41][CH2:40][CH:36]([C:37]1[NH:67][N:66]=[C:25]([NH:24][C:14]2[CH:15]=[CH:16][C:17]([N:18]3[C:22]([CH3:23])=[N:21][CH:20]=[N:19]3)=[C:12]([F:11])[CH:13]=2)[N:26]=1)[C:33]1[CH:32]=[CH:31][C:30]([F:29])=[CH:35][CH:34]=1. The yield is 0.780. (5) The reactants are [Cl:1][C:2]1[CH:14]=[C:13]([Cl:15])[C:12]([O:16][C:17]2[N:21]([CH3:22])[N:20]=[C:19]([CH3:23])[C:18]=2[CH2:24][CH2:25][CH2:26][OH:27])=[CH:11][C:3]=1[O:4][C@@H:5]([CH3:10])[C:6](OC)=[O:7].[CH2:28]([N:30]=[C:31]=[O:32])[CH3:29].[OH2:33]. The catalyst is N1C=CC=CC=1. The product is [Cl:1][C:2]1[CH:14]=[C:13]([Cl:15])[C:12]([O:16][C:17]2[N:21]([CH3:22])[N:20]=[C:19]([CH3:23])[C:18]=2[CH2:24][CH2:25][CH2:26][O:27][C:31]([NH:30][CH2:28][CH3:29])=[O:32])=[CH:11][C:3]=1[O:4][C@@H:5]([CH3:10])[C:6]([OH:7])=[O:33]. The yield is 0.740. (6) The reactants are [NH2:1][C:2]1[CH:3]=[C:4]([CH:9]=[CH:10][CH:11]=1)[C:5]([O:7][CH3:8])=[O:6].C(N(CC)CC)C.[Br:19][CH2:20][C:21](Br)=[O:22]. The catalyst is ClCCl. The product is [CH3:8][O:7][C:5](=[O:6])[C:4]1[CH:9]=[CH:10][CH:11]=[C:2]([NH:1][C:21](=[O:22])[CH2:20][Br:19])[CH:3]=1. The yield is 0.991. (7) The reactants are [CH:1]1([NH2:6])[CH2:5][CH2:4][CH2:3][CH2:2]1.C(N(CC)C(C)C)(C)C.[Cl:16][C:17]1[N:22]=[C:21](Cl)[C:20]([N+:24]([O-:26])=[O:25])=[CH:19][N:18]=1. The catalyst is ClCCl. The product is [Cl:16][C:17]1[N:22]=[C:21]([NH:6][CH:1]2[CH2:5][CH2:4][CH2:3][CH2:2]2)[C:20]([N+:24]([O-:26])=[O:25])=[CH:19][N:18]=1. The yield is 0.651. (8) The reactants are CO[C:3]([CH:5]1[CH2:8][N:7]([C:9]2[N:14]=[CH:13][CH:12]=[CH:11][N:10]=2)[CH2:6]1)=[O:4].Cl.[CH3:16][NH:17][O:18][CH3:19].C([Mg]Cl)(C)C. The catalyst is C1COCC1. The product is [CH3:19][O:18][N:17]([CH3:16])[C:3]([CH:5]1[CH2:6][N:7]([C:9]2[N:10]=[CH:11][CH:12]=[CH:13][N:14]=2)[CH2:8]1)=[O:4]. The yield is 0.980. (9) The reactants are [O:1]=[C:2]1[CH2:11][CH2:10][C:9]2[CH:8]=[C:7]([C:12]([O:14][CH3:15])=[O:13])[CH:6]=[CH:5][C:4]=2[CH2:3]1.[BH4-].[Na+]. The catalyst is CO.C1COCC1.Cl. The product is [OH:1][CH:2]1[CH2:11][CH2:10][C:9]2[CH:8]=[C:7]([C:12]([O:14][CH3:15])=[O:13])[CH:6]=[CH:5][C:4]=2[CH2:3]1. The yield is 0.910. (10) The reactants are [CH2:1]([C:8]1[CH:9]=[C:10]([CH2:28][CH:29]([O:33][CH2:34][CH3:35])[C:30]([O-:32])=[O:31])[CH:11]=[CH:12][C:13]=1[O:14][CH2:15][CH2:16][C:17]1[CH:22]=[CH:21][C:20]([O:23][S:24]([CH3:27])(=[O:26])=[O:25])=[CH:19][CH:18]=1)[C:2]1[CH:7]=[CH:6][CH:5]=[CH:4][CH:3]=1.[OH-].[Li+]. The catalyst is C1COCC1.O. The product is [CH2:1]([C:8]1[CH:9]=[C:10]([CH2:28][CH:29]([O:33][CH2:34][CH3:35])[C:30]([OH:32])=[O:31])[CH:11]=[CH:12][C:13]=1[O:14][CH2:15][CH2:16][C:17]1[CH:22]=[CH:21][C:20]([O:23][S:24]([CH3:27])(=[O:26])=[O:25])=[CH:19][CH:18]=1)[C:2]1[CH:3]=[CH:4][CH:5]=[CH:6][CH:7]=1. The yield is 0.980.